Dataset: Forward reaction prediction with 1.9M reactions from USPTO patents (1976-2016). Task: Predict the product of the given reaction. (1) Given the reactants [CH:1](=[O:10])[CH:2]=[CH:3][C:4]1[CH:9]=[CH:8][CH:7]=[CH:6][CH:5]=1.[CH3:11][N:12]1[C:20]2[C:15](=[CH:16][CH:17]=[CH:18][CH:19]=2)[CH:14]=[CH:13]1.C(O)(C(F)(F)F)=O, predict the reaction product. The product is: [CH3:11][N:12]1[C:20]2[C:15](=[CH:16][CH:17]=[CH:18][CH:19]=2)[C:14]([C@H:3]([C:4]2[CH:9]=[CH:8][CH:7]=[CH:6][CH:5]=2)[CH2:2][CH:1]=[O:10])=[CH:13]1. (2) The product is: [NH2:22][C:11]1[N:12]([C:14]2[CH:15]=[C:16]([OH:20])[CH:17]=[CH:18][CH:19]=2)[N:13]=[C:9]([C:5]([CH3:8])([CH3:7])[CH3:6])[CH:10]=1. Given the reactants [Cl-].[Al+3].[Cl-].[Cl-].[C:5]([C:9]1[CH:10]=[C:11]([NH2:22])[N:12]([C:14]2[CH:19]=[CH:18][CH:17]=[C:16]([O:20]C)[CH:15]=2)[N:13]=1)([CH3:8])([CH3:7])[CH3:6], predict the reaction product.